From a dataset of Full USPTO retrosynthesis dataset with 1.9M reactions from patents (1976-2016). Predict the reactants needed to synthesize the given product. (1) Given the product [Cl:28][C:29]1[CH:30]=[C:31]([CH:39]([CH2:43][CH:44]2[CH2:48][CH2:47][CH2:46][CH2:45]2)[C:40]([NH:49][C:50]2[CH:55]=[CH:54][CH:53]=[CH:52][N:51]=2)=[O:42])[CH:32]=[CH:33][C:34]=1[S:35]([CH3:38])(=[O:36])=[O:37], predict the reactants needed to synthesize it. The reactants are: C1(P(C2C=CC=CC=2)C2C=CC=CC=2)C=CC=CC=1.BrN1C(=O)CCC1=O.[Cl:28][C:29]1[CH:30]=[C:31]([CH:39]([CH2:43][CH:44]2[CH2:48][CH2:47][CH2:46][CH2:45]2)[C:40]([OH:42])=O)[CH:32]=[CH:33][C:34]=1[S:35]([CH3:38])(=[O:37])=[O:36].[NH2:49][C:50]1[CH:55]=[CH:54][CH:53]=[CH:52][N:51]=1.N1C=CC=CC=1. (2) The reactants are: C[CH2:2][O:3][CH2:4][CH2:5][C:6]1[CH:10]=[C:9]([C:11]2[CH:16]=[CH:15][C:14]([S:17]([CH3:20])(=[O:19])=[O:18])=[CH:13][CH:12]=2)[N:8]([C:21]2[CH:26]=[CH:25][CH:24]=[CH:23][CH:22]=2)[C:7]=1[CH3:27].CCCOCCC1C=C(C2C=CC(S(C)(=O)=O)=CC=2)N(C2C=CC=CC=2)C=1C.CC1N(C2C=CC(F)=CC=2)C(C2C=CC(S(C)(=O)=O)=CC=2)=CC=1CCOC.CCOCCC1C=C(C2C=CC(S(C)(=O)=O)=CC=2)N(C2C=CC(F)=CC=2)C=1C. Given the product [CH3:27][C:7]1[N:8]([C:21]2[CH:22]=[CH:23][CH:24]=[CH:25][CH:26]=2)[C:9]([C:11]2[CH:16]=[CH:15][C:14]([S:17]([CH3:20])(=[O:19])=[O:18])=[CH:13][CH:12]=2)=[CH:10][C:6]=1[CH2:5][CH2:4][O:3][CH3:2], predict the reactants needed to synthesize it. (3) Given the product [Cl:1][C:2]1[CH:3]=[C:4]([CH:28]=[CH:29][C:30]=1[F:31])[C:5]([NH:7][C:8]1[N:13]=[CH:12][C:11]([NH:14][C:15]2[C:24]3[C:19](=[CH:20][C:21]([O:27][CH2:33][CH2:34][CH2:35][N:7]([CH2:5][CH3:4])[CH2:8][CH2:37][OH:40])=[C:22]([O:25][CH3:26])[CH:23]=3)[N:18]=[CH:17][N:16]=2)=[CH:10][N:9]=1)=[O:6], predict the reactants needed to synthesize it. The reactants are: [Cl:1][C:2]1[CH:3]=[C:4]([CH:28]=[CH:29][C:30]=1[F:31])[C:5]([NH:7][C:8]1[N:13]=[CH:12][C:11]([NH:14][C:15]2[C:24]3[C:19](=[CH:20][C:21]([OH:27])=[C:22]([O:25][CH3:26])[CH:23]=3)[N:18]=[CH:17][N:16]=2)=[CH:10][N:9]=1)=[O:6].Br[CH2:33][CH2:34][CH2:35]Cl.[C:37](=[O:40])([O-])[O-].[Cs+].[Cs+]. (4) Given the product [CH2:1]([N:4]1[CH2:9][CH2:8][O:7][C:6]2[CH:10]=[CH:11][C:12]([C:15]3[N:20]4[N:21]=[C:22]([C:24]5[CH:25]=[C:26]([C:50]6[CH:55]=[CH:54][CH:53]=[C:52]([OH:56])[CH:51]=6)[CH:27]=[CH:28][CH:29]=5)[CH:23]=[C:19]4[N:18]=[C:17]([CH3:31])[C:16]=3[C@H:32]([O:37][C:38]([CH3:41])([CH3:40])[CH3:39])[C:33]([O:35][CH3:36])=[O:34])=[C:13]([Cl:14])[C:5]1=2)[CH:2]=[CH2:3], predict the reactants needed to synthesize it. The reactants are: [CH2:1]([N:4]1[CH2:9][CH2:8][O:7][C:6]2[CH:10]=[CH:11][C:12]([C:15]3[N:20]4[N:21]=[C:22]([C:24]5[CH:29]=[CH:28][CH:27]=[C:26](Br)[CH:25]=5)[CH:23]=[C:19]4[N:18]=[C:17]([CH3:31])[C:16]=3[C@H:32]([O:37][C:38]([CH3:41])([CH3:40])[CH3:39])[C:33]([O:35][CH3:36])=[O:34])=[C:13]([Cl:14])[C:5]1=2)[CH:2]=[CH2:3].CC1(C)C(C)(C)OB([C:50]2[CH:51]=[C:52]([OH:56])[CH:53]=[CH:54][CH:55]=2)O1.C([O-])([O-])=O.[Na+].[Na+].O. (5) Given the product [Cl:3][C:4]1[CH:5]=[C:6]([C:14]2[O:18][N:17]=[C:16]([C:19]3[C:20]([CH3:32])=[C:21]([CH2:25][CH2:26][C:27]([OH:29])=[O:28])[CH:22]=[CH:23][CH:24]=3)[N:15]=2)[CH:7]=[CH:8][C:9]=1[O:10][CH:11]([CH3:13])[CH3:12], predict the reactants needed to synthesize it. The reactants are: [OH-].[Na+].[Cl:3][C:4]1[CH:5]=[C:6]([C:14]2[O:18][N:17]=[C:16]([C:19]3[C:20]([CH3:32])=[C:21]([CH2:25][CH2:26][C:27]([O:29]CC)=[O:28])[CH:22]=[CH:23][CH:24]=3)[N:15]=2)[CH:7]=[CH:8][C:9]=1[O:10][CH:11]([CH3:13])[CH3:12].Cl. (6) Given the product [F:1][C:2]1[N:7]=[CH:6][C:5]([NH2:8])=[C:4]([I:16])[CH:3]=1, predict the reactants needed to synthesize it. The reactants are: [F:1][C:2]1[N:7]=[CH:6][C:5]([NH:8]C(=O)OC(C)(C)C)=[C:4]([I:16])[CH:3]=1.FC(F)(F)C(O)=O. (7) Given the product [C:40]([O:39][CH:37]([O:24][C:23](=[O:25])[C@@H:22]([NH:21][C:19]([C:15]1[C:16]([CH3:18])=[N:17][C:12]([NH:11][CH2:10][CH2:9][CH2:8][C:4]2[CH:5]=[CH:6][CH:7]=[C:2]([OH:1])[CH:3]=2)=[N:13][C:14]=1[CH3:35])=[O:20])[CH2:26][NH:27][C:28]([C:30]1[S:31][CH:32]=[CH:33][CH:34]=1)=[O:29])[CH3:38])(=[O:44])[CH:41]([CH3:43])[CH3:42], predict the reactants needed to synthesize it. The reactants are: [OH:1][C:2]1[CH:3]=[C:4]([CH2:8][CH2:9][CH2:10][NH:11][C:12]2[N:17]=[C:16]([CH3:18])[C:15]([C:19]([NH:21][C@@H:22]([CH2:26][NH:27][C:28]([C:30]3[S:31][CH:32]=[CH:33][CH:34]=3)=[O:29])[C:23]([OH:25])=[O:24])=[O:20])=[C:14]([CH3:35])[N:13]=2)[CH:5]=[CH:6][CH:7]=1.Cl[CH:37]([O:39][C:40](=[O:44])[CH:41]([CH3:43])[CH3:42])[CH3:38].[I-].[Na+].C(N(CC)CC)C.